Dataset: NCI-60 drug combinations with 297,098 pairs across 59 cell lines. Task: Regression. Given two drug SMILES strings and cell line genomic features, predict the synergy score measuring deviation from expected non-interaction effect. (1) Drug 1: CCC1=C2CN3C(=CC4=C(C3=O)COC(=O)C4(CC)O)C2=NC5=C1C=C(C=C5)O. Drug 2: CCC1(C2=C(COC1=O)C(=O)N3CC4=CC5=C(C=CC(=C5CN(C)C)O)N=C4C3=C2)O.Cl. Cell line: MDA-MB-231. Synergy scores: CSS=23.8, Synergy_ZIP=-8.32, Synergy_Bliss=-4.32, Synergy_Loewe=-2.35, Synergy_HSA=1.29. (2) Drug 1: CC(C1=C(C=CC(=C1Cl)F)Cl)OC2=C(N=CC(=C2)C3=CN(N=C3)C4CCNCC4)N. Drug 2: B(C(CC(C)C)NC(=O)C(CC1=CC=CC=C1)NC(=O)C2=NC=CN=C2)(O)O. Cell line: SR. Synergy scores: CSS=62.8, Synergy_ZIP=3.09, Synergy_Bliss=3.42, Synergy_Loewe=-12.9, Synergy_HSA=3.78. (3) Drug 1: C1CN(P(=O)(OC1)NCCCl)CCCl. Drug 2: C(CCl)NC(=O)N(CCCl)N=O. Cell line: UO-31. Synergy scores: CSS=5.21, Synergy_ZIP=-1.26, Synergy_Bliss=0.463, Synergy_Loewe=0.705, Synergy_HSA=1.09.